Dataset: Forward reaction prediction with 1.9M reactions from USPTO patents (1976-2016). Task: Predict the product of the given reaction. (1) The product is: [F:1][C:2]1[C:7]([O:8][CH3:9])=[CH:6][C:5]([O:10][CH3:11])=[C:4]([F:12])[C:3]=1[N:13]1[CH2:18][C:17]2[CH:19]=[N:20][C:21]3[NH:25][C:24](=[O:34])[C:23]4([CH2:45][CH2:44]4)[C:22]=3[C:16]=2[N:15]([CH3:35])[C:14]1=[O:36]. Given the reactants [F:1][C:2]1[C:7]([O:8][CH3:9])=[CH:6][C:5]([O:10][CH3:11])=[C:4]([F:12])[C:3]=1[N:13]1[CH2:18][C:17]2[CH:19]=[N:20][C:21]3[N:25](COCC[Si](C)(C)C)[C:24](=[O:34])[CH2:23][C:22]=3[C:16]=2[N:15]([CH3:35])[C:14]1=[O:36].C(=O)([O-])[O-].[Cs+].[Cs+].Br[CH2:44][CH2:45]Cl, predict the reaction product. (2) Given the reactants Br[C:2]1[CH:7]=[CH:6][CH:5]=[C:4]([O:8][CH:9]([CH3:11])[CH3:10])[N:3]=1.[Li]CCCC.[CH2:17]([Sn:21](Cl)([CH2:26][CH2:27][CH2:28][CH3:29])[CH2:22][CH2:23][CH2:24][CH3:25])[CH2:18][CH2:19][CH3:20].[NH4+].[Cl-], predict the reaction product. The product is: [CH:9]([O:8][C:4]1[CH:5]=[CH:6][CH:7]=[C:2]([Sn:21]([CH2:22][CH2:23][CH2:24][CH3:25])([CH2:26][CH2:27][CH2:28][CH3:29])[CH2:17][CH2:18][CH2:19][CH3:20])[N:3]=1)([CH3:11])[CH3:10]. (3) Given the reactants [Cl-].[CH3:2][O:3][CH2:4][P+](C1C=CC=CC=1)(C1C=CC=CC=1)C1C=CC=CC=1.CC(C)([O-])C.[K+].[O:30]=[C:31]1[CH2:36][CH2:35][CH2:34][CH2:33][N:32]1[C:37]1[C:42]([CH:43]=O)=[CH:41][CH:40]=[CH:39][N:38]=1, predict the reaction product. The product is: [CH3:2][O:3][CH:4]=[CH:43][C:42]1[C:37]([N:32]2[CH2:33][CH2:34][CH2:35][CH2:36][C:31]2=[O:30])=[N:38][CH:39]=[CH:40][CH:41]=1. (4) Given the reactants C1N=CN([C:6]([N:8]2C=N[CH:10]=[CH:9]2)=[O:7])C=1.NC1C=[C:18]([N+:20]([O-:22])=[O:21])[CH:17]=[CH:16][C:15]=1[OH:23], predict the reaction product. The product is: [N+:20]([C:18]1[CH:17]=[CH:16][C:15]2[O:23][C:6](=[O:7])[NH:8][C:9]=2[CH:10]=1)([O-:22])=[O:21]. (5) Given the reactants Cl[C:2]1(OCC)[C:11]2[C:6](=[CH:7][C:8]([F:12])=[CH:9][CH:10]=2)[N:5]=[CH:4][CH:3]1[C:13]#[N:14].[Cl:18][C:19]1[CH:20]=[C:21]([NH2:32])[CH:22]=[CH:23][C:24]=1[S:25][C:26]1[N:27]([CH3:31])[CH:28]=[CH:29][N:30]=1.Cl.N1C=CC=CC=1.[CH2:40]([O:42]CCO)[CH3:41], predict the reaction product. The product is: [Cl:18][C:19]1[CH:20]=[C:21]([NH:32][C:2]2[C:11]3[C:6](=[CH:7][C:8]([F:12])=[C:9]([O:42][CH2:40][CH3:41])[CH:10]=3)[N:5]=[CH:4][C:3]=2[C:13]#[N:14])[CH:22]=[CH:23][C:24]=1[S:25][C:26]1[N:27]([CH3:31])[CH:28]=[CH:29][N:30]=1. (6) Given the reactants O[CH2:2][C:3]1[CH:8]=[CH:7][CH:6]=[CH:5][C:4]=1[SH:9].[CH3:10][O:11][C:12]1[CH:19]=[CH:18][C:15]([CH2:16]Cl)=[CH:14][CH:13]=1.CCN(C(C)C)C(C)C.C(Br)(Br)(Br)[Br:30].C1(P(C2C=CC=CC=2)C2C=CC=CC=2)C=CC=CC=1, predict the reaction product. The product is: [CH3:10][O:11][C:12]1[CH:19]=[CH:18][C:15]([CH2:16][S:9][C:4]2[CH:5]=[CH:6][CH:7]=[CH:8][C:3]=2[CH2:2][Br:30])=[CH:14][CH:13]=1. (7) Given the reactants [CH3:1][Mg]Cl.[C:4]([C:12]1[CH:17]=[CH:16][C:15]([NH:18][C:19]([CH:21]2[O:25][N:24]=[C:23]([C:26]3[CH:27]=[N:28][CH:29]=[CH:30][CH:31]=3)[CH2:22]2)=[O:20])=[CH:14][CH:13]=1)(=[O:11])[C:5]1[CH:10]=[CH:9][CH:8]=[CH:7][CH:6]=1.O, predict the reaction product. The product is: [OH:11][C:4]([C:12]1[CH:13]=[CH:14][C:15]([NH:18][C:19]([CH:21]2[O:25][N:24]=[C:23]([C:26]3[CH:27]=[N:28][CH:29]=[CH:30][CH:31]=3)[CH2:22]2)=[O:20])=[CH:16][CH:17]=1)([C:5]1[CH:10]=[CH:9][CH:8]=[CH:7][CH:6]=1)[CH3:1]. (8) Given the reactants Cl[C:2]1[N:11]=[C:10]([NH:12][CH2:13][C:14]2[CH:19]=[CH:18][C:17]([NH:20][C:21](=[O:29])[C:22]3[CH:27]=[CH:26][C:25]([F:28])=[CH:24][CH:23]=3)=[CH:16][CH:15]=2)[C:9]2[C:4](=[CH:5][CH:6]=[CH:7][CH:8]=2)[N:3]=1.Cl.[CH:31]1([NH2:35])[CH2:34][CH2:33][CH2:32]1, predict the reaction product. The product is: [CH:31]1([NH:35][C:2]2[N:11]=[C:10]([NH:12][CH2:13][C:14]3[CH:15]=[CH:16][C:17]([NH:20][C:21](=[O:29])[C:22]4[CH:27]=[CH:26][C:25]([F:28])=[CH:24][CH:23]=4)=[CH:18][CH:19]=3)[C:9]3[C:4](=[CH:5][CH:6]=[CH:7][CH:8]=3)[N:3]=2)[CH2:34][CH2:33][CH2:32]1. (9) Given the reactants Br[C:2]1[CH:3]=[N:4][N:5]([CH2:13][CH2:14][OH:15])[C:6]=1[C:7]1[CH:12]=[CH:11][N:10]=[CH:9][CH:8]=1.O.[CH2:17]([O:24]/[N:25]=[C:26]1\[CH2:27][CH2:28][C:29]2[C:34]\1=[CH:33][CH:32]=[C:31](B(O)O)[CH:30]=2)[C:18]1[CH:23]=[CH:22][CH:21]=[CH:20][CH:19]=1.C(=O)([O-])[O-].[K+].[K+], predict the reaction product. The product is: [CH2:17]([O:24]/[N:25]=[C:26]1\[CH2:27][CH2:28][C:29]2[C:34]\1=[CH:33][CH:32]=[C:31]([C:2]1[CH:3]=[N:4][N:5]([CH2:13][CH2:14][OH:15])[C:6]=1[C:7]1[CH:12]=[CH:11][N:10]=[CH:9][CH:8]=1)[CH:30]=2)[C:18]1[CH:19]=[CH:20][CH:21]=[CH:22][CH:23]=1. (10) Given the reactants [NH2:1][CH2:2][CH2:3][CH2:4][C@@H:5]([CH2:9][C:10]1[N:11]=[CH:12][N:13]2[C:22]3[C:17](=[CH:18][CH:19]=[CH:20][CH:21]=3)[CH2:16][CH2:15][C:14]=12)[C:6]([OH:8])=[O:7].[C:23](=O)([O:27]C1C=CC([N+]([O-])=O)=CC=1)[O:24][CH2:25][CH3:26].C1(C)C=CC=CC=1, predict the reaction product. The product is: [CH:12]1[N:13]2[C:22]3[C:17]([CH2:16][CH2:15][C:14]2=[C:10]([CH2:9][C@H:5]([CH2:4][CH2:3][CH2:2][NH:1][C:23]([O:24][CH2:25][CH3:26])=[O:27])[C:6]([OH:8])=[O:7])[N:11]=1)=[CH:18][CH:19]=[CH:20][CH:21]=3.